The task is: Regression/Classification. Given a drug SMILES string, predict its absorption, distribution, metabolism, or excretion properties. Task type varies by dataset: regression for continuous measurements (e.g., permeability, clearance, half-life) or binary classification for categorical outcomes (e.g., BBB penetration, CYP inhibition). Dataset: cyp2c9_veith.. This data is from CYP2C9 inhibition data for predicting drug metabolism from PubChem BioAssay. The molecule is Nc1c(C(=O)Nc2ccc([As](=O)(O)O)cc2)cnc2nnnn12. The result is 0 (non-inhibitor).